Dataset: Full USPTO retrosynthesis dataset with 1.9M reactions from patents (1976-2016). Task: Predict the reactants needed to synthesize the given product. (1) Given the product [Br:1][C:2](=[CH2:5])[CH2:3][O:4][Si:8]([CH2:11][CH3:12])([CH2:9][CH3:10])[CH2:6][CH3:7], predict the reactants needed to synthesize it. The reactants are: [Br:1][C:2](=[CH2:5])[CH2:3][OH:4].[CH2:6]([Si:8](Cl)([CH2:11][CH3:12])[CH2:9][CH3:10])[CH3:7].N1C=CN=C1. (2) Given the product [Cl:1][C:2]1[C:6]([Cl:7])=[C:5]([CH3:8])[NH:4][C:3]=1[C:9]([NH:12][C@@H:13]1[CH2:18][CH2:17][N:16]([C:19]([O:21][CH2:22][CH3:23])=[O:20])[CH2:15][C@@H:14]1[O:24][CH2:25][CH3:26])=[O:11], predict the reactants needed to synthesize it. The reactants are: [Cl:1][C:2]1[C:6]([Cl:7])=[C:5]([CH3:8])[NH:4][C:3]=1[C:9]([OH:11])=O.[NH2:12][C@@H:13]1[CH2:18][CH2:17][N:16]([C:19]([O:21][CH2:22][CH3:23])=[O:20])[CH2:15][C@@H:14]1[O:24][CH2:25][CH3:26].C1C=CC2N(O)N=NC=2C=1.CN1CCOCC1.CCN=C=NCCCN(C)C.Cl. (3) Given the product [Br:1][C:2]1[CH:3]=[C:4]2[C:5](=[CH:6][C:7]=1[O:8][CH3:9])[CH:15]=[N:14][CH:11]([CH2:12][CH3:13])[CH2:10]2, predict the reactants needed to synthesize it. The reactants are: [Br:1][C:2]1[CH:3]=[C:4]([CH2:10][CH:11]([NH:14][CH:15]=O)[CH2:12][CH3:13])[CH:5]=[CH:6][C:7]=1[O:8][CH3:9].C(Cl)(=O)C(Cl)=O.Cl.OS(O)(=O)=O. (4) Given the product [N:38]1([C:36](=[O:37])[CH:35]=[CH:34][C:31]2[CH:32]=[CH:33][C:28]([S:27][C:23]3[CH:22]=[C:21]([NH:20][CH2:19][CH:17]4[CH2:18][CH:16]4[C:14]([OH:15])=[O:13])[CH:26]=[CH:25][CH:24]=3)=[C:29]([C:48]([F:49])([F:50])[F:51])[C:30]=2[C:44]([F:45])([F:46])[F:47])[CH2:43][CH2:42][O:41][CH2:40][CH2:39]1, predict the reactants needed to synthesize it. The reactants are: C(OC(C1CC1C=O)=O)C.C([O:13][C:14]([CH:16]1[CH2:18][CH:17]1[CH2:19][NH:20][C:21]1[CH:26]=[CH:25][CH:24]=[C:23]([S:27][C:28]2[CH:33]=[CH:32][C:31]([CH:34]=[CH:35][C:36]([N:38]3[CH2:43][CH2:42][O:41][CH2:40][CH2:39]3)=[O:37])=[C:30]([C:44]([F:47])([F:46])[F:45])[C:29]=2[C:48]([F:51])([F:50])[F:49])[CH:22]=1)=[O:15])C. (5) Given the product [Cl:21][CH2:20][CH2:19][CH2:18][O:10][C:7]1[CH:8]=[CH:9][C:4]([N+:1]([O-:3])=[O:2])=[CH:5][CH:6]=1, predict the reactants needed to synthesize it. The reactants are: [N+:1]([C:4]1[CH:9]=[CH:8][C:7]([OH:10])=[CH:6][CH:5]=1)([O-:3])=[O:2].C(=O)([O-])[O-].[K+].[K+].Br[CH2:18][CH2:19][CH2:20][Cl:21].